This data is from Forward reaction prediction with 1.9M reactions from USPTO patents (1976-2016). The task is: Predict the product of the given reaction. (1) Given the reactants [CH:1]1([CH2:4][O:5][C:6]2[CH:7]=[C:8]3[C:13](=[CH:14][CH:15]=2)[C:12](=[O:16])[N:11]([C:17]2[CH:22]=[CH:21][C:20]([N:23]4[CH2:27][CH2:26][C:25]5([CH2:31][CH2:30][NH:29][CH2:28]5)[CH2:24]4)=[C:19]([F:32])[CH:18]=2)[CH:10]=[CH:9]3)[CH2:3][CH2:2]1.Br[CH2:34][CH2:35][F:36], predict the reaction product. The product is: [CH:1]1([CH2:4][O:5][C:6]2[CH:7]=[C:8]3[C:13](=[CH:14][CH:15]=2)[C:12](=[O:16])[N:11]([C:17]2[CH:22]=[CH:21][C:20]([N:23]4[CH2:27][CH2:26][C:25]5([CH2:31][CH2:30][N:29]([CH2:34][CH2:35][F:36])[CH2:28]5)[CH2:24]4)=[C:19]([F:32])[CH:18]=2)[CH:10]=[CH:9]3)[CH2:3][CH2:2]1. (2) Given the reactants [OH:1][C:2]1[C:3]([CH3:18])=[C:4]2[C:9](=[C:10]([CH3:13])[C:11]=1[CH3:12])[O:8][C:7]([CH3:17])([C:14]([OH:16])=O)[CH2:6][CH2:5]2.C1N=CN(C(N2C=NC=C2)=O)C=1.C[NH:32][CH2:33][CH2:34][C:35]1[CH:40]=[CH:39][CH:38]=[CH:37][N:36]=1, predict the reaction product. The product is: [OH:1][C:2]1[C:3]([CH3:18])=[C:4]2[C:9](=[C:10]([CH3:13])[C:11]=1[CH3:12])[O:8][C:7]([CH3:17])([C:14]([NH:32][CH2:33][CH2:34][C:35]1[CH:40]=[CH:39][CH:38]=[CH:37][N:36]=1)=[O:16])[CH2:6][CH2:5]2.